From a dataset of Forward reaction prediction with 1.9M reactions from USPTO patents (1976-2016). Predict the product of the given reaction. (1) Given the reactants [CH3:1][C:2]1[C:8]([OH:9])=[CH:7][CH:6]=[CH:5][C:3]=1[OH:4].[OH:10][C:11]1[CH:16]=[CH:15][C:14]([CH2:17][C:18](O)=[O:19])=[CH:13][CH:12]=1.B(F)(F)F.CCOCC, predict the reaction product. The product is: [OH:4][C:3]1[C:2]([CH3:1])=[C:8]([OH:9])[CH:7]=[CH:6][C:5]=1[C:18](=[O:19])[CH2:17][C:14]1[CH:15]=[CH:16][C:11]([OH:10])=[CH:12][CH:13]=1. (2) The product is: [NH2:11][C:8]1[CH:9]=[CH:10][C:5]([C:4]([NH2:14])=[O:3])=[CH:6][C:7]=1[Cl:12]. Given the reactants C([O:3][C:4](=O)[C:5]1[CH:10]=[CH:9][C:8]([NH2:11])=[C:7]([Cl:12])[CH:6]=1)C.[NH4+:14].[OH-], predict the reaction product. (3) Given the reactants [CH2:1]([C:3]1[CH:8]=[CH:7][C:6]([CH:9]2[CH2:14][N:13]([C:15]([N:17]3[CH2:22][CH2:21][O:20][CH2:19][CH2:18]3)=[O:16])[CH2:12][CH:11]([C:23]([OH:25])=O)[CH2:10]2)=[CH:5][CH:4]=1)[CH3:2].[Cl:26][C:27]1[CH:32]=[CH:31][CH:30]=[CH:29][C:28]=1[CH2:33][C:34](=[N:36]O)[NH2:35], predict the reaction product. The product is: [Cl:26][C:27]1[CH:32]=[CH:31][CH:30]=[CH:29][C:28]=1[CH2:33][C:34]1[N:35]=[C:23]([CH:11]2[CH2:10][CH:9]([C:6]3[CH:7]=[CH:8][C:3]([CH2:1][CH3:2])=[CH:4][CH:5]=3)[CH2:14][N:13]([C:15]([N:17]3[CH2:22][CH2:21][O:20][CH2:19][CH2:18]3)=[O:16])[CH2:12]2)[O:25][N:36]=1. (4) Given the reactants [CH3:1][C:2]1[N:6]2[C:7]3[CH:13]=[C:12]([CH3:14])[N:11]([CH2:15][C:16]4[CH:17]=[C:18]([CH:23]=[CH:24][CH:25]=4)[C:19]([O:21]C)=[O:20])[C:8]=3[CH:9]=[CH:10][C:5]2=[N:4][N:3]=1.[Li+].[OH-].O[Li].O, predict the reaction product. The product is: [NH4+:3].[CH3:1][C:2]1[N:6]2[C:7]3[CH:13]=[C:12]([CH3:14])[N:11]([CH2:15][C:16]4[CH:17]=[C:18]([CH:23]=[CH:24][CH:25]=4)[C:19]([O-:21])=[O:20])[C:8]=3[CH:9]=[CH:10][C:5]2=[N:4][N:3]=1. (5) Given the reactants C[Si](C)(C)[C:3]#[C:4][C:5]([N:7]([CH2:9][C:10]([O:12][CH2:13][CH3:14])=[O:11])[CH3:8])=[O:6].CCCC[N+](CCCC)(CCCC)CCCC.[F-].[NH4+].[Cl-], predict the reaction product. The product is: [CH3:8][N:7]([C:5](=[O:6])[C:4]#[CH:3])[CH2:9][C:10]([O:12][CH2:13][CH3:14])=[O:11]. (6) Given the reactants [CH3:1][O:2][C:3]1[CH:38]=[C:37]([O:39][CH3:40])[CH:36]=[CH:35][C:4]=1[CH2:5][NH:6][C:7]1[C:8]2[CH:15]=[CH:14][N:13]([C@H:16]3[C@@H:20]4[O:21][C:22]([CH3:25])([CH3:24])[O:23][C@@H:19]4[C@@H:18]([CH2:26][N:27]([CH:32]([CH3:34])[CH3:33])[CH2:28][CH2:29][CH2:30][NH2:31])[O:17]3)[C:9]=2[N:10]=[CH:11][N:12]=1.[C:41]([C:45]1[CH:50]=[CH:49][C:48]([N:51]=[C:52]=[O:53])=[CH:47][CH:46]=1)([CH3:44])([CH3:43])[CH3:42], predict the reaction product. The product is: [C:41]([C:45]1[CH:50]=[CH:49][C:48]([NH:51][C:52]([NH:31][CH2:30][CH2:29][CH2:28][N:27]([CH2:26][C@@H:18]2[C@@H:19]3[C@@H:20]([O:21][C:22]([CH3:24])([CH3:25])[O:23]3)[C@H:16]([N:13]3[C:9]4[N:10]=[CH:11][N:12]=[C:7]([NH:6][CH2:5][C:4]5[CH:35]=[CH:36][C:37]([O:39][CH3:40])=[CH:38][C:3]=5[O:2][CH3:1])[C:8]=4[CH:15]=[CH:14]3)[O:17]2)[CH:32]([CH3:34])[CH3:33])=[O:53])=[CH:47][CH:46]=1)([CH3:44])([CH3:42])[CH3:43]. (7) Given the reactants Br[C:2]1[C:3]([F:19])=[N:4][CH:5]=[C:6]([CH2:8][O:9][CH2:10][C:11]2[CH:16]=[CH:15][C:14]([O:17][CH3:18])=[CH:13][CH:12]=2)[CH:7]=1.C([Li])CCC.[B:25](OC(C)C)([O:30]C(C)C)[O:26]C(C)C, predict the reaction product. The product is: [F:19][C:3]1[C:2]([B:25]([OH:30])[OH:26])=[CH:7][C:6]([CH2:8][O:9][CH2:10][C:11]2[CH:16]=[CH:15][C:14]([O:17][CH3:18])=[CH:13][CH:12]=2)=[CH:5][N:4]=1.